Dataset: Full USPTO retrosynthesis dataset with 1.9M reactions from patents (1976-2016). Task: Predict the reactants needed to synthesize the given product. (1) Given the product [CH3:20][O:19][C:17]1[CH:18]=[C:13]([O:12][CH3:11])[N:14]=[C:15]([CH:21]([S:22][CH3:23])[C:6]2[C:4]([NH2:5])=[C:3]([O:9][CH3:10])[C:2]([F:1])=[CH:8][CH:7]=2)[N:16]=1, predict the reactants needed to synthesize it. The reactants are: [F:1][C:2]1[C:3]([O:9][CH3:10])=[C:4]([CH:6]=[CH:7][CH:8]=1)[NH2:5].[CH3:11][O:12][C:13]1[CH:18]=[C:17]([O:19][CH3:20])[N:16]=[C:15]([CH2:21][S:22][CH3:23])[N:14]=1.ClOC(C)(C)C.C[O-].[Na+].[NH4+].[Cl-]. (2) Given the product [CH2:15]([O:14][S:11]([O-:17])(=[O:13])=[O:12])[CH3:16].[CH3:2][N+:3]([CH3:10])=[C:4]([N:7]([CH3:9])[CH3:8])[S:5][CH3:6], predict the reactants needed to synthesize it. The reactants are: [I-].[CH3:2][N+:3]([CH3:10])=[C:4]([N:7]([CH3:9])[CH3:8])[S:5][CH3:6].[S:11]([O:17]CC)([O:14][CH2:15][CH3:16])(=[O:13])=[O:12]. (3) Given the product [Cl:26][C:24]1[CH:25]=[C:7]2[C:6]([OH:27])=[C:5]([C:3]([NH:28][CH2:29][C:30]([OH:32])=[O:31])=[O:4])[C:10](=[O:11])[N:9]([CH2:12][C:13]3[CH:14]=[CH:15][C:16]([C:19]([F:20])([F:22])[F:21])=[CH:17][CH:18]=3)[N:8]2[CH:23]=1, predict the reactants needed to synthesize it. The reactants are: CO[C:3]([C:5]1[C:10](=[O:11])[N:9]([CH2:12][C:13]2[CH:18]=[CH:17][C:16]([C:19]([F:22])([F:21])[F:20])=[CH:15][CH:14]=2)[N:8]2[CH:23]=[C:24]([Cl:26])[CH:25]=[C:7]2[C:6]=1[OH:27])=[O:4].[NH2:28][CH2:29][C:30]([O-:32])=[O:31].[Na+]. (4) Given the product [CH3:36][O:37][C:38](=[O:49])[C:39]1[CH:44]=[CH:43][C:42]([CH2:45][CH2:46][CH2:47][N:14]2[C:13](=[O:15])[CH2:12][CH2:11][CH:10]2[CH2:9][CH2:8][CH:7]([O:6][Si:5]([C:1]([CH3:4])([CH3:3])[CH3:2])([CH3:25])[CH3:24])[CH2:16][C:17]2[CH:22]=[CH:21][CH:20]=[C:19]([F:23])[CH:18]=2)=[CH:41][CH:40]=1, predict the reactants needed to synthesize it. The reactants are: [C:1]([Si:5]([CH3:25])([CH3:24])[O:6][CH:7]([CH2:16][C:17]1[CH:22]=[CH:21][CH:20]=[C:19]([F:23])[CH:18]=1)[CH2:8][CH2:9][CH:10]1[NH:14][C:13](=[O:15])[CH2:12][CH2:11]1)([CH3:4])([CH3:3])[CH3:2].C[Si]([N-][Si](C)(C)C)(C)C.[Na+].[CH3:36][O:37][C:38](=[O:49])[C:39]1[CH:44]=[CH:43][C:42]([CH2:45][CH2:46][CH2:47]Br)=[CH:41][CH:40]=1.CCOC(C)=O.